Dataset: Full USPTO retrosynthesis dataset with 1.9M reactions from patents (1976-2016). Task: Predict the reactants needed to synthesize the given product. (1) Given the product [OH:9][C:10]1[CH:15]=[C:14]([C:2]2[CH:6]=[CH:5][S:4][C:3]=2[CH:7]=[O:8])[CH:13]=[CH:12][CH:11]=1, predict the reactants needed to synthesize it. The reactants are: Br[C:2]1[CH:6]=[CH:5][S:4][C:3]=1[CH:7]=[O:8].[OH:9][C:10]1[CH:11]=[C:12](B(O)O)[CH:13]=[CH:14][CH:15]=1.C(=O)([O-])[O-].[Na+].[Na+].O. (2) Given the product [I:1][C:6]1[CH:7]=[C:8]([C:11]2[C:12]([CH3:21])=[CH:13][C:14]([C:17]([O:19][CH3:20])=[O:18])=[N:15][CH:16]=2)[CH:9]=[CH:10][C:5]=1[O:4][CH3:3], predict the reactants needed to synthesize it. The reactants are: [I:1]I.[CH3:3][O:4][C:5]1[CH:10]=[CH:9][C:8]([C:11]2[C:12]([CH3:21])=[CH:13][C:14]([C:17]([O:19][CH3:20])=[O:18])=[N:15][CH:16]=2)=[CH:7][CH:6]=1. (3) The reactants are: [CH2:1]([N:8]1[CH2:13][CH2:12][CH:11](O)[CH2:10][CH2:9]1)[C:2]1[CH:7]=[CH:6][CH:5]=[CH:4][CH:3]=1.Cl[C:16]([O:18]C1C=CC([N+]([O-])=O)=CC=1)=[O:17].N[CH:29]([C:36]1[CH:41]=[CH:40][CH:39]=[CH:38][CH:37]=1)[C:30]1[CH:35]=[CH:34][CH:33]=[CH:32][CH:31]=1.C(#[N:44])C. Given the product [C:16](=[O:17])([O:18][C:29]([CH:11]1[CH2:12][CH2:13][N:8]([CH2:1][C:2]2[CH:7]=[CH:6][CH:5]=[CH:4][CH:3]=2)[CH2:9][CH2:10]1)([C:36]1[CH:41]=[CH:40][CH:39]=[CH:38][CH:37]=1)[C:30]1[CH:35]=[CH:34][CH:33]=[CH:32][CH:31]=1)[NH2:44], predict the reactants needed to synthesize it. (4) Given the product [Br:1][C:2]1[N:7]2[N:8]=[CH:9][N:10]=[C:6]2[C:5]([NH:24][C:21]2[S:22][CH:23]=[C:19]([CH2:18][N:15]3[CH2:16][CH2:17][O:12][CH2:13][CH2:14]3)[N:20]=2)=[N:4][CH:3]=1, predict the reactants needed to synthesize it. The reactants are: [Br:1][C:2]1[N:7]2[N:8]=[CH:9][N:10]=[C:6]2[C:5](Br)=[N:4][CH:3]=1.[O:12]1[CH2:17][CH2:16][N:15]([CH2:18][C:19]2[N:20]=[C:21]([NH2:24])[S:22][CH:23]=2)[CH2:14][CH2:13]1.CC(C)([O-])C.[Na+].CC1(C)C2C(=C(P(C3C=CC=CC=3)C3C=CC=CC=3)C=CC=2)OC2C(P(C3C=CC=CC=3)C3C=CC=CC=3)=CC=CC1=2. (5) Given the product [CH2:31]([N:20]([CH2:13][C:14]1[CH:15]=[CH:16][CH:17]=[CH:18][CH:19]=1)[C@@H:21]([CH2:24][C:25]1[CH:26]=[CH:27][CH:28]=[CH:29][CH:30]=1)[C@@H:22]([C:2]1[CH:7]=[CH:6][CH:5]=[CH:4][N:3]=1)[OH:23])[C:32]1[CH:33]=[CH:34][CH:35]=[CH:36][CH:37]=1, predict the reactants needed to synthesize it. The reactants are: Br[C:2]1[CH:7]=[CH:6][CH:5]=[CH:4][N:3]=1.C([Li])CCC.[CH2:13]([N:20]([CH2:31][C:32]1[CH:37]=[CH:36][CH:35]=[CH:34][CH:33]=1)[C@@H:21]([CH2:24][C:25]1[CH:30]=[CH:29][CH:28]=[CH:27][CH:26]=1)[CH:22]=[O:23])[C:14]1[CH:19]=[CH:18][CH:17]=[CH:16][CH:15]=1.